Predict which catalyst facilitates the given reaction. From a dataset of Catalyst prediction with 721,799 reactions and 888 catalyst types from USPTO. Reactant: [OH:1][C@@H:2]([C:4]1[CH:9]=[CH:8][CH:7]=[CH:6][C:5]=1[C:10]1[S:14][C:13]2[CH:15]=[C:16]([O:19]C)[CH:17]=[CH:18][C:12]=2[C:11]=1[O:21][C:22]1[CH:27]=[CH:26][C:25](/[CH:28]=[CH:29]/[C:30]([O:32][CH3:33])=[O:31])=[CH:24][CH:23]=1)[CH3:3].C1(S)C=CC=CC=1.C([O-])([O-])=O.[K+].[K+]. Product: [OH:19][C:16]1[CH:17]=[CH:18][C:12]2[C:11]([O:21][C:22]3[CH:27]=[CH:26][C:25](/[CH:28]=[CH:29]/[C:30]([O:32][CH3:33])=[O:31])=[CH:24][CH:23]=3)=[C:10]([C:5]3[CH:6]=[CH:7][CH:8]=[CH:9][C:4]=3[C@H:2]([OH:1])[CH3:3])[S:14][C:13]=2[CH:15]=1. The catalyst class is: 25.